Dataset: Full USPTO retrosynthesis dataset with 1.9M reactions from patents (1976-2016). Task: Predict the reactants needed to synthesize the given product. (1) Given the product [F:1][C:2]1[CH:3]=[CH:4][C:5]([O:10][C:11]2[CH:12]=[CH:13][C:14]([O:17][CH2:18][CH2:19][O:20][Si:21]([C:24]([CH3:27])([CH3:25])[CH3:26])([CH3:23])[CH3:22])=[CH:15][CH:16]=2)=[C:6]([CH:47]=[N:49][C:38]([O:40][Si:30]([CH3:32])([CH3:31])[CH3:29])=[CH2:39])[CH:9]=1, predict the reactants needed to synthesize it. The reactants are: [F:1][C:2]1[CH:3]=[CH:4][C:5]([O:10][C:11]2[CH:16]=[CH:15][C:14]([O:17][CH2:18][CH2:19][O:20][Si:21]([C:24]([CH3:27])([CH3:26])[CH3:25])([CH3:23])[CH3:22])=[CH:13][CH:12]=2)=[C:6]([CH:9]=1)C=O.[Li+].[CH3:29][Si:30]([N-][Si:30]([CH3:32])([CH3:31])[CH3:29])([CH3:32])[CH3:31].[C:38](Cl)(=[O:40])[CH3:39].Cl[Si](C)(C)C.[CH2:47]([N:49](CC)CC)C. (2) Given the product [Cl:22][C:11]1[N:10]=[C:9]([C:4]2[CH:5]=[CH:6][C:7]([F:8])=[C:2]([F:1])[CH:3]=2)[CH:14]=[C:13]([C:15]([F:18])([F:17])[F:16])[N:12]=1, predict the reactants needed to synthesize it. The reactants are: [F:1][C:2]1[CH:3]=[C:4]([C:9]2[CH:14]=[C:13]([C:15]([F:18])([F:17])[F:16])[NH:12][C:11](=O)[N:10]=2)[CH:5]=[CH:6][C:7]=1[F:8].O=P(Cl)(Cl)[Cl:22]. (3) Given the product [C:12]([C:3]1[CH:4]=[C:5]([CH:10]=[CH:11][C:2]=1[OH:1])[C:6]([O:8][CH3:9])=[O:7])([OH:14])=[O:13], predict the reactants needed to synthesize it. The reactants are: [OH:1][C:2]1[CH:11]=[CH:10][C:5]([C:6]([O:8][CH3:9])=[O:7])=[CH:4][C:3]=1[C:12]([O:14]C)=[O:13].Cl. (4) Given the product [CH3:1][C:2]1[C:5]([C:6]2[CH:7]=[N:8][CH:9]=[CH:10][CH:11]=2)=[N:14][NH:15][C:3]=1[NH2:4], predict the reactants needed to synthesize it. The reactants are: [CH3:1][CH:2]([C:5](=O)[C:6]1[CH:7]=[N:8][CH:9]=[CH:10][CH:11]=1)[C:3]#[N:4].O.[NH2:14][NH2:15]. (5) Given the product [F:36][C:2]1([F:1])[O:6][C:5]2[CH:7]=[CH:8][C:9]([C:11]3([C:14]([NH:16][CH:17]4[C:33]5[C:28](=[CH:29][C:30]([O:34][CH3:35])=[CH:31][CH:32]=5)[O:27][C:19]5([CH2:22][CH:21]([C:23]([OH:25])=[O:24])[CH2:20]5)[CH2:18]4)=[O:15])[CH2:13][CH2:12]3)=[CH:10][C:4]=2[O:3]1, predict the reactants needed to synthesize it. The reactants are: [F:1][C:2]1([F:36])[O:6][C:5]2[CH:7]=[CH:8][C:9]([C:11]3([C:14]([NH:16][CH:17]4[C:33]5[C:28](=[CH:29][C:30]([O:34][CH3:35])=[CH:31][CH:32]=5)[O:27][C:19]5([CH2:22][CH:21]([C:23]([O:25]C)=[O:24])[CH2:20]5)[CH2:18]4)=[O:15])[CH2:13][CH2:12]3)=[CH:10][C:4]=2[O:3]1.[OH-].[Li+]. (6) Given the product [NH2:1][C:2](=[O:30])[C@H:3]([NH:7][C:8]1[NH:13][C:12](=[O:14])[C:11]([C:16]([NH2:18])=[O:17])=[C:10]([NH:19][C:20]2[CH:21]=[C:22]3[C:27](=[CH:28][CH:29]=2)[N:26]=[CH:25][CH:24]=[CH:23]3)[N:9]=1)[CH:4]([CH3:6])[CH3:5], predict the reactants needed to synthesize it. The reactants are: [NH2:1][C:2](=[O:30])[C@H:3]([NH:7][C:8]1[N:13]=[C:12]([O:14]C)[C:11]([C:16]([NH2:18])=[O:17])=[C:10]([NH:19][C:20]2[CH:21]=[C:22]3[C:27](=[CH:28][CH:29]=2)[N:26]=[CH:25][CH:24]=[CH:23]3)[N:9]=1)[CH:4]([CH3:6])[CH3:5].B(Br)(Br)Br. (7) Given the product [C:9]([O:17][C:18]1[C:26]2[CH:25]=[C:24]([C:1](=[O:3])[CH3:2])[S:23][C:22]=2[CH:21]=[CH:20][CH:19]=1)(=[O:16])[C:10]1[CH:11]=[CH:12][CH:13]=[CH:14][CH:15]=1, predict the reactants needed to synthesize it. The reactants are: [C:1](Cl)(=[O:3])[CH3:2].[Cl-].[Al+3].[Cl-].[Cl-].[C:9]([O:17][C:18]1[C:26]2[CH:25]=[CH:24][S:23][C:22]=2[CH:21]=[CH:20][CH:19]=1)(=[O:16])[C:10]1[CH:15]=[CH:14][CH:13]=[CH:12][CH:11]=1. (8) Given the product [C:1]([C@H:5]([N:9]([C:24](=[O:25])[C@@:23]([O:38][CH3:37])([C:31]1[CH:36]=[CH:35][CH:34]=[CH:33][CH:32]=1)[C:27]([F:30])([F:29])[F:28])[NH:10][C:11](=[O:21])[C:12]1[CH:17]=[CH:16][CH:15]=[C:14]([O:18][CH3:19])[C:13]=1[CH3:20])[CH2:6][CH:7]=[CH2:8])([CH3:4])([CH3:2])[CH3:3], predict the reactants needed to synthesize it. The reactants are: [C:1]([C@H:5]([NH:9][NH:10][C:11](=[O:21])[C:12]1[CH:17]=[CH:16][CH:15]=[C:14]([O:18][CH3:19])[C:13]=1[CH3:20])[CH2:6][CH:7]=[CH2:8])([CH3:4])([CH3:3])[CH3:2].C[C@@:23]([C:31]1[CH:36]=[CH:35][CH:34]=[CH:33][CH:32]=1)([C:27]([F:30])([F:29])[F:28])[C:24](Cl)=[O:25].[C:37]([O-])([O-])=[O:38].[K+].[K+].